From a dataset of M1 muscarinic receptor antagonist screen with 61,756 compounds. Binary Classification. Given a drug SMILES string, predict its activity (active/inactive) in a high-throughput screening assay against a specified biological target. (1) The molecule is O(c1c(n2c3c(nc2)cc(cc3)C(O)=O)cc(OC)cc1)C. The result is 0 (inactive). (2) The compound is O=C(N(C1CCCC1)CC(=O)NC(C)(C)C)C1(n2c(=NC(=O)C1)cc(cc2)C)C. The result is 0 (inactive).